Dataset: Forward reaction prediction with 1.9M reactions from USPTO patents (1976-2016). Task: Predict the product of the given reaction. (1) Given the reactants COC1C=C(OC)C=CC=1C[N:6]1[C:10](=[O:11])[CH2:9][C@H:8]([C:12]([OH:14])=[O:13])[CH2:7]1.C1(OC)C=CC=CC=1.FC(F)(F)C(O)=O, predict the reaction product. The product is: [O:11]=[C:10]1[NH:6][CH2:7][C@@H:8]([C:12]([OH:14])=[O:13])[CH2:9]1. (2) Given the reactants [CH3:1][S:2]([C:5]1[CH:6]=[C:7]([NH2:13])[C:8]([NH:11][CH3:12])=[CH:9][CH:10]=1)(=[O:4])=[O:3].[NH2:14][C:15]1[S:16][C:17]2[CH:23]=[C:22]([O:24][C:25]([F:28])([F:27])[F:26])[CH:21]=[CH:20][C:18]=2[N:19]=1.[C:29](N1C=CN=C1)(N1C=CN=C1)=S, predict the reaction product. The product is: [CH3:1][S:2]([C:5]1[CH:10]=[CH:9][C:8]2[N:11]([CH3:29])[C:12]([NH:14][C:15]3[S:16][C:17]4[CH:23]=[C:22]([O:24][C:25]([F:28])([F:26])[F:27])[CH:21]=[CH:20][C:18]=4[N:19]=3)=[N:13][C:7]=2[CH:6]=1)(=[O:3])=[O:4]. (3) Given the reactants [F:1][C:2]1[CH:3]=[C:4]([CH2:9][C@@H:10]([C:32]2[C:37]([C:38]3[CH:39]=[CH:40][C:41]([F:47])=[C:42]([CH:46]=3)[C:43]([NH2:45])=[O:44])=[CH:36][CH:35]=[CH:34][N:33]=2)[NH:11][C:12](=[O:31])[CH2:13][N:14]2[C:22]3[CH2:21][CH2:20][C:19]4(OCC[O:23]4)[CH2:18][C:17]=3[C:16]([C:27]([F:30])([F:29])[F:28])=[N:15]2)[CH:5]=[C:6]([F:8])[CH:7]=1, predict the reaction product. The product is: [F:8][C:6]1[CH:5]=[C:4]([CH2:9][C@@H:10]([C:32]2[C:37]([C:38]3[CH:39]=[CH:40][C:41]([F:47])=[C:42]([CH:46]=3)[C:43]([NH2:45])=[O:44])=[CH:36][CH:35]=[CH:34][N:33]=2)[NH:11][C:12](=[O:31])[CH2:13][N:14]2[C:22]3[CH2:21][CH2:20][C:19](=[O:23])[CH2:18][C:17]=3[C:16]([C:27]([F:30])([F:28])[F:29])=[N:15]2)[CH:3]=[C:2]([F:1])[CH:7]=1. (4) The product is: [F:1][C:2]1[C:7]2[C:8]([C:18]([NH:19][CH3:20])=[O:21])=[C:9]([C:11]3[CH:12]=[CH:13][C:14]([F:17])=[CH:15][CH:16]=3)[O:10][C:6]=2[CH:5]=[CH:4][C:3]=1[C:22]1[CH:23]=[C:24]([C:25](=[O:27])[NH:42][C:39]2([C:35]3[N:34]=[N:33][CH:38]=[CH:37][CH:36]=3)[CH2:41][CH2:40]2)[CH:28]=[CH:29][C:30]=1[CH3:31]. Given the reactants [F:1][C:2]1[C:7]2[C:8]([C:18](=[O:21])[NH:19][CH3:20])=[C:9]([C:11]3[CH:16]=[CH:15][C:14]([F:17])=[CH:13][CH:12]=3)[O:10][C:6]=2[CH:5]=[CH:4][C:3]=1[C:22]1[CH:23]=[C:24]([CH:28]=[CH:29][C:30]=1[CH3:31])[C:25]([OH:27])=O.Cl.[N:33]1[CH:38]=[CH:37][CH:36]=[C:35]([C:39]2([NH2:42])[CH2:41][CH2:40]2)[N:34]=1.C(N(CC)CC)C, predict the reaction product.